From a dataset of Forward reaction prediction with 1.9M reactions from USPTO patents (1976-2016). Predict the product of the given reaction. Given the reactants [C:1]([Br:5])(Br)(Br)[Br:2].C1(P(C2C=CC=CC=2)C2C=CC=CC=2)C=CC=CC=1.[CH3:25][C:26]1([CH3:44])[CH2:34][CH2:33][C:32]([CH3:36])([CH3:35])[C:31]2[CH2:30][C:29]([CH2:39][CH2:40][CH2:41][CH2:42][CH3:43])([CH:37]=O)[CH2:28][C:27]1=2.C(=O)(O)[O-].[Na+], predict the reaction product. The product is: [Br:2][C:1]([Br:5])=[CH:37][C:29]1([CH2:39][CH2:40][CH2:41][CH2:42][CH3:43])[CH2:28][C:27]2[C:26]([CH3:25])([CH3:44])[CH2:34][CH2:33][C:32]([CH3:36])([CH3:35])[C:31]=2[CH2:30]1.